From a dataset of Reaction yield outcomes from USPTO patents with 853,638 reactions. Predict the reaction yield, written as a fraction of the theoretical maximum amount of product (1.0 means a 100% yield; for example, 0.34 means a 34% yield). (1) The reactants are [CH3:1][O:2][C:3](=[O:36])[C@H:4]([NH:25]C(OCC1C=CC=CC=1)=O)[CH2:5][C:6]1[CH:24]=[CH:23][C:9]2[N:10]=[C:11]([CH3:22])[N:12]([S:13]([CH2:16][CH2:17][Si:18]([CH3:21])([CH3:20])[CH3:19])(=[O:15])=[O:14])[C:8]=2[CH:7]=1.COC(=O)[C@H](NC(OCC1C=CC=CC=1)=O)CC1C=CC2N(S(CC[Si](C)(C)C)(=O)=O)C(C)=NC=2C=1.[H][H]. The catalyst is [Pd].CO. The product is [CH3:1][O:2][C:3](=[O:36])[C@H:4]([NH2:25])[CH2:5][C:6]1[CH:24]=[CH:23][C:9]2[N:10]=[C:11]([CH3:22])[N:12]([S:13]([CH2:16][CH2:17][Si:18]([CH3:19])([CH3:21])[CH3:20])(=[O:14])=[O:15])[C:8]=2[CH:7]=1. The yield is 0.800. (2) The reactants are Br[C:2]1[CH:7]=[CH:6][C:5]([CH3:8])=[CH:4][C:3]=1[F:9].[CH3:10][N:11](C=O)C. The catalyst is C(OCC)(=O)C. The product is [F:9][C:3]1[CH:4]=[C:5]([CH3:8])[CH:6]=[CH:7][C:2]=1[C:10]#[N:11]. The yield is 0.700. (3) The reactants are [CH:1]1([CH2:8][CH2:9][NH:10][C:11](=[O:59])[C@H:12]([CH3:58])[C@H:13]([C@@H:16]2[CH2:20][CH2:19][CH2:18][N:17]2[C:21](=[O:57])[CH2:22][C@@H:23]([O:55][CH3:56])[C@@H:24]([N:29]([CH3:54])[C:30](=[O:53])[C@H:31]([CH:50]([CH3:52])[CH3:51])[NH:32]C(OCC2C3C=CC=CC=3C3C2=CC=CC=3)=O)[C@@H:25]([CH3:28])[CH2:26][CH3:27])[O:14][CH3:15])[CH:7]=[CH:6][CH:5]=[CH:4][CH:3]=[CH:2]1.C(NCC)C. The catalyst is ClCCl. The product is [CH:1]1([CH2:8][CH2:9][NH:10][C:11](=[O:59])[C@H:12]([CH3:58])[C@H:13]([C@@H:16]2[CH2:20][CH2:19][CH2:18][N:17]2[C:21](=[O:57])[CH2:22][C@@H:23]([O:55][CH3:56])[C@@H:24]([N:29]([CH3:54])[C:30](=[O:53])[C@H:31]([CH:50]([CH3:51])[CH3:52])[NH2:32])[C@@H:25]([CH3:28])[CH2:26][CH3:27])[O:14][CH3:15])[CH:7]=[CH:6][CH:5]=[CH:4][CH:3]=[CH:2]1. The yield is 0.870.